Predict the product of the given reaction. From a dataset of Forward reaction prediction with 1.9M reactions from USPTO patents (1976-2016). The product is: [CH3:9][N:10]1[CH:14]=[CH:13][CH:12]=[C:11]1/[CH:15]=[CH:1]/[C:2]1[CH:7]=[N:6][C:5](/[CH:8]=[CH:1]/[C:2]2[N:3]([CH3:4])[CH:21]=[CH:18][CH:19]=2)=[CH:4][N:3]=1. Given the reactants [CH3:1][C:2]1[CH:7]=[N:6][C:5]([CH3:8])=[CH:4][N:3]=1.[CH3:9][N:10]1[CH:14]=[CH:13][CH:12]=[C:11]1[CH:15]=O.C[C:18]([CH3:21])([O-])[CH3:19].[K+], predict the reaction product.